From a dataset of Reaction yield outcomes from USPTO patents with 853,638 reactions. Predict the reaction yield, written as a fraction of the theoretical maximum amount of product (1.0 means a 100% yield; for example, 0.34 means a 34% yield). (1) The reactants are [CH3:1][O:2][C:3]1[CH:4]=[C:5]([CH2:11][C:12]([OH:14])=[O:13])[CH:6]=[C:7]([O:9][CH3:10])[CH:8]=1.OOS([O-])=O.[K+].[Cl-:21].[K+]. The catalyst is O.CC#N.[OH-].[Na+]. The product is [Cl:21][C:6]1[C:7]([O:9][CH3:10])=[CH:8][C:3]([O:2][CH3:1])=[CH:4][C:5]=1[CH2:11][C:12]([OH:14])=[O:13]. The yield is 0.900. (2) The reactants are S[C:2]1[N:3]=[C:4]([OH:11])[C:5]2[CH2:10][CH2:9][CH2:8][C:6]=2[N:7]=1.N. The catalyst is O.[Ni]. The product is [N:7]1[C:6]2[CH2:8][CH2:9][CH2:10][C:5]=2[C:4]([OH:11])=[N:3][CH:2]=1. The yield is 0.990. (3) The reactants are [Li+].CCC[CH2-].[Cl:6][C:7]1[CH:8]=[N:9][CH:10]=[CH:11][CH:12]=1.[CH:13](OCC)=[O:14]. The catalyst is C1COCC1. The product is [Cl:6][C:7]1[CH:8]=[N:9][CH:10]=[CH:11][C:12]=1[CH:13]=[O:14]. The yield is 0.550. (4) The reactants are CC1(C)[O:6][C@@H:5]([CH2:7][O:8][NH:9][C:10]([C:12]2[CH:13]=[C:14]([F:30])[C:15]3[N:16]([CH:27]=[N:28][CH:29]=3)[C:17]=2[NH:18][C:19]2[CH:24]=[CH:23][C:22]([I:25])=[CH:21][C:20]=2[F:26])=[O:11])[CH2:4][O:3]1.Cl.O1CCOCC1. The catalyst is CO. The product is [OH:6][C@H:5]([CH2:4][OH:3])[CH2:7][O:8][NH:9][C:10]([C:12]1[CH:13]=[C:14]([F:30])[C:15]2[N:16]([CH:27]=[N:28][CH:29]=2)[C:17]=1[NH:18][C:19]1[CH:24]=[CH:23][C:22]([I:25])=[CH:21][C:20]=1[F:26])=[O:11]. The yield is 0.300. (5) The reactants are [C:1]([O:8][CH3:9])(=[O:7])/[CH:2]=[CH:3]/[C:4]([OH:6])=[O:5].[C:10]([O:18][CH2:19][CH2:20]Cl)(=[O:17])[C:11]1[CH:16]=[CH:15][CH:14]=[CH:13][CH:12]=1. The catalyst is CN1C(=O)CCC1. The product is [C:1]([O:8][CH3:9])(=[O:7])/[CH:2]=[CH:3]/[C:4]([O:6][CH2:20][CH2:19][O:18][C:10]([C:11]1[CH:16]=[CH:15][CH:14]=[CH:13][CH:12]=1)=[O:17])=[O:5]. The yield is 0.240. (6) The reactants are C([O:8][C:9]1[C:18]2[C:13](=[CH:14][CH:15]=[C:16]([C:19]3[CH:24]=[CH:23][CH:22]=[C:21]([O:25][CH3:26])[CH:20]=3)[CH:17]=2)[CH:12]=[C:11]([C:27]2[CH:28]=[N:29][CH:30]=[CH:31][CH:32]=2)[N:10]=1)C1C=CC=CC=1.Cl. The catalyst is C(O)C. The product is [CH3:26][O:25][C:21]1[CH:20]=[C:19]([C:16]2[CH:17]=[C:18]3[C:13]([CH:12]=[C:11]([C:27]4[CH:28]=[N:29][CH:30]=[CH:31][CH:32]=4)[N:10]=[C:9]3[OH:8])=[CH:14][CH:15]=2)[CH:24]=[CH:23][CH:22]=1. The yield is 0.900.